From a dataset of Full USPTO retrosynthesis dataset with 1.9M reactions from patents (1976-2016). Predict the reactants needed to synthesize the given product. (1) The reactants are: Br[CH2:2][C:3]1[CH:8]=[CH:7][C:6]([C:9]2[O:10][C:11]3[C:17]([C:18]([O:20][CH3:21])=[O:19])=[CH:16][C:15]([F:22])=[CH:14][C:12]=3[N:13]=2)=[CH:5][CH:4]=1.[CH3:23][NH2:24]. Given the product [F:22][C:15]1[CH:16]=[C:17]([C:18]([O:20][CH3:21])=[O:19])[C:11]2[O:10][C:9]([C:6]3[CH:7]=[CH:8][C:3]([CH2:2][NH:24][CH3:23])=[CH:4][CH:5]=3)=[N:13][C:12]=2[CH:14]=1, predict the reactants needed to synthesize it. (2) Given the product [CH2:1]([C:5]1[N:6]([CH2:19][CH2:20][CH2:21][CH2:22][S:25][CH3:24])[C:7]2[C:16]3[CH:15]=[CH:14][CH:13]=[CH:12][C:11]=3[N:10]=[C:9]([NH2:17])[C:8]=2[N:18]=1)[CH2:2][CH2:3][CH3:4], predict the reactants needed to synthesize it. The reactants are: [CH2:1]([C:5]1[N:6]([CH2:19][CH2:20][CH2:21][CH2:22]Cl)[C:7]2[C:16]3[CH:15]=[CH:14][CH:13]=[CH:12][C:11]=3[N:10]=[C:9]([NH2:17])[C:8]=2[N:18]=1)[CH2:2][CH2:3][CH3:4].[CH3:24][S-:25].[Na+]. (3) Given the product [C:30]([O:34][C:35]([NH:37][C@@H:38]([C:40]1[C:41]([F:69])=[C:42]([C:2]2[CH:23]=[C:22]([O:24][CH2:25][C:26]3([CH3:29])[CH2:28][CH2:27]3)[CH:21]=[C:4]([CH2:5][O:6][C:7]3[CH:12]=[CH:11][CH:10]=[CH:9][C:8]=3[CH2:13][C:14]([O:16][C:17]([CH3:18])([CH3:20])[CH3:19])=[O:15])[CH:3]=2)[CH:43]=[CH:44][CH:45]=1)[CH3:39])=[O:36])([CH3:31])([CH3:32])[CH3:33], predict the reactants needed to synthesize it. The reactants are: Br[C:2]1[CH:3]=[C:4]([CH:21]=[C:22]([O:24][CH2:25][C:26]2([CH3:29])[CH2:28][CH2:27]2)[CH:23]=1)[CH2:5][O:6][C:7]1[CH:12]=[CH:11][CH:10]=[CH:9][C:8]=1[CH2:13][C:14]([O:16][C:17]([CH3:20])([CH3:19])[CH3:18])=[O:15].[C:30]([O:34][C:35]([NH:37][C@@H:38]([C:40]1[C:41]([F:69])=[C:42](C2C=C(O)C=C(COC3C=CC=CC=3CC(OC(C)(C)C)=O)C=2)[CH:43]=[CH:44][CH:45]=1)[CH3:39])=[O:36])([CH3:33])([CH3:32])[CH3:31].[O-]P([O-])([O-])=O.[K+].[K+].[K+].C(Cl)Cl. (4) Given the product [Br-:9].[CH:1]1([N+:8]2[CH:18]=[CH:17][N:16]([CH:19]3[CH2:20][CH2:22][CH2:3][CH2:2][CH2:1][CH2:7]3)[CH:15]=2)[CH2:7][CH2:6][CH2:5][CH2:4][CH2:3][CH2:2]1, predict the reactants needed to synthesize it. The reactants are: [CH:1]1([NH2:8])[CH2:7][CH2:6][CH2:5][CH2:4][CH2:3][CH2:2]1.[Br-:9].C([N+]1[CH:18]=[CH:17][N:16]([CH2:19][CH:20]([CH3:22])C)[CH:15]=1)C(C)C. (5) Given the product [Cl:14][C:15]1[CH:16]=[C:17]([N:21]([CH2:22][CH2:23][C:24]#[N:25])[C:10](=[O:12])[CH2:9][N:8]([CH3:13])[C:6](=[O:7])[O:5][C:1]([CH3:2])([CH3:3])[CH3:4])[CH:18]=[CH:19][CH:20]=1, predict the reactants needed to synthesize it. The reactants are: [C:1]([O:5][C:6]([N:8]([CH3:13])[CH2:9][C:10]([OH:12])=O)=[O:7])([CH3:4])([CH3:3])[CH3:2].[Cl:14][C:15]1[CH:16]=[C:17]([NH:21][CH2:22][CH2:23][C:24]#[N:25])[CH:18]=[CH:19][CH:20]=1.C1CCC(N=C=NC2CCCCC2)CC1. (6) The reactants are: C(NC(C)C)(C)C.[F:8][C:9]1[CH:14]=[CH:13][CH:12]=[CH:11][N:10]=1.[CH:15](=[O:17])[CH3:16].O. Given the product [F:8][C:9]1[C:14]([CH:15]([OH:17])[CH3:16])=[CH:13][CH:12]=[CH:11][N:10]=1, predict the reactants needed to synthesize it. (7) Given the product [CH:36]([NH:39][C:40]1[N:41]=[C:42]([C:2]2[C:10]3[C:5](=[CH:6][CH:7]=[C:8]([C:11]4[S:15][N:14]=[C:13]([NH:16][CH2:17][C:18]5[CH:23]=[CH:22][C:21]([O:24][CH3:25])=[CH:20][CH:19]=5)[N:12]=4)[CH:9]=3)[N:4]([S:26]([C:29]3[CH:30]=[CH:31][C:32]([CH3:33])=[CH:34][CH:35]=3)(=[O:27])=[O:28])[CH:3]=2)[CH:43]=[N:44][CH:45]=1)([CH3:38])[CH3:37], predict the reactants needed to synthesize it. The reactants are: I[C:2]1[C:10]2[C:5](=[CH:6][CH:7]=[C:8]([C:11]3[S:15][N:14]=[C:13]([NH:16][CH2:17][C:18]4[CH:23]=[CH:22][C:21]([O:24][CH3:25])=[CH:20][CH:19]=4)[N:12]=3)[CH:9]=2)[N:4]([S:26]([C:29]2[CH:35]=[CH:34][C:32]([CH3:33])=[CH:31][CH:30]=2)(=[O:28])=[O:27])[CH:3]=1.[CH:36]([NH:39][C:40]1[CH:45]=[N:44][CH:43]=[C:42]([Sn](CCCC)(CCCC)CCCC)[N:41]=1)([CH3:38])[CH3:37].